This data is from Reaction yield outcomes from USPTO patents with 853,638 reactions. The task is: Predict the reaction yield, written as a fraction of the theoretical maximum amount of product (1.0 means a 100% yield; for example, 0.34 means a 34% yield). (1) The reactants are [CH:1]1([CH2:6][C@@H:7]([C:12](=[O:27])[N:13]2[CH:17]([C:18]([NH:20][C:21]3[N:26]=[CH:25][CH:24]=[CH:23][N:22]=3)=[O:19])[CH2:16][CH:15]=[N:14]2)[CH2:8][C:9]([OH:11])=O)[CH2:5][CH2:4][CH2:3][CH2:2]1.CN1CCOCC1.[O:35]1[CH2:40][CH2:39][CH2:38][CH2:37][CH:36]1[O:41][NH2:42].C(Cl)CCl.N1C2C(=NC=CC=2)N(O)N=1. The catalyst is ClCCl. The product is [CH:1]1([CH2:6][C@H:7]([CH2:8][C:9](=[O:11])[NH:42][O:41][CH:36]2[CH2:37][CH2:38][CH2:39][CH2:40][O:35]2)[C:12]([N:13]2[C@H:17]([C:18]([NH:20][C:21]3[N:22]=[CH:23][CH:24]=[CH:25][N:26]=3)=[O:19])[CH2:16][CH:15]=[N:14]2)=[O:27])[CH2:2][CH2:3][CH2:4][CH2:5]1. The yield is 0.340. (2) The reactants are [N:1]1[C:10]2[C:5](=[CH:6][CH:7]=[CH:8][C:9]=2B(O)O)[CH:4]=[CH:3][CH:2]=1.CCCCCCCC([C:23]([NH3+:42])([C:33]([CH2:35][CH2:36][CH2:37][CH2:38][CH2:39][CH2:40][CH3:41])=O)C(CCCCCCC)=O)=O.[Cl-].COC1C=CC=CC=1P(C1C=CC=CC=1OC)C1C=CC=CC=1OC.O.C(=O)([O-])[O-].[Na+].[Na+].Br[C:77]1[CH:78]=[C:79]2[C:91]3=[C:92]4[C:82](=[CH:83][C:84](Br)=[CH:85][C:86]4=[CH:87][CH:88]=[C:89]3[CH:90]=1)[CH:81]=[CH:80]2. The catalyst is [Cl-].C([N+](CCCCCCCC)(CCCCCCCC)C)CCCCCCC.C([O-])(=O)C.[Pd+2].C([O-])(=O)C.C1(C)C=CC=CC=1. The product is [N:1]1[C:10]2[C:5](=[CH:6][CH:7]=[CH:8][C:9]=2[C:85]2[C:86]3[C:92]4=[C:91]5[C:89](=[CH:88][CH:87]=3)[CH:90]=[CH:77][C:78]([C:33]3[CH:35]=[CH:36][CH:37]=[C:38]6[C:23]=3[N:42]=[CH:41][CH:40]=[CH:39]6)=[C:79]5[CH:80]=[CH:81][C:82]4=[CH:83][CH:84]=2)[CH:4]=[CH:3][CH:2]=1. The yield is 0.480. (3) The reactants are [Mn]([O-])(=O)(=O)=O.[K+].[CH3:7][C:8]1[CH:13]=[N:12][C:11]([C:14]2[N:18]([CH3:19])[C:17]([S:20][CH3:21])=[N:16][N:15]=2)=[CH:10][N:9]=1.S([O-])(O)(=O)=[O:23].[Na+].[OH2:28]. The product is [CH3:7][C:8]1[CH:13]=[N:12][C:11]([C:14]2[N:18]([CH3:19])[C:17]([S:20]([CH3:21])(=[O:23])=[O:28])=[N:16][N:15]=2)=[CH:10][N:9]=1. The yield is 0.930. The catalyst is C(O)(=O)C. (4) The reactants are [CH3:1][C:2]1([CH3:14])[C:6]([CH3:8])([CH3:7])[O:5][B:4]([C:9]2[CH:10]=[N:11][NH:12][CH:13]=2)[O:3]1.[H-].[Na+].Br[CH2:18][CH2:19][N:20]([CH2:23][CH3:24])[CH2:21][CH3:22].[I-].[K+]. The catalyst is O1CCCC1.C(OCC)(=O)C.O. The product is [CH2:19]([N:20]([CH2:23][CH3:24])[CH2:21][CH2:22][N:12]1[CH:13]=[C:9]([B:4]2[O:5][C:6]([CH3:7])([CH3:8])[C:2]([CH3:14])([CH3:1])[O:3]2)[CH:10]=[N:11]1)[CH3:18]. The yield is 0.900. (5) The reactants are [CH3:1][C:2]1[N:3]([CH:14]([CH3:22])[C:15](=[O:21])[N:16]2[CH2:20][CH2:19][CH2:18][CH2:17]2)[C:4]2[C:9]([C:10]=1[C:11](O)=[O:12])=[CH:8][CH:7]=[CH:6][CH:5]=2.C1C=C2N=NN(O)C2=CC=1.N.Cl.CN(C)CCCN=C=NCC.C(N(CC)CC)C.[NH2:53][CH2:54][C:55]1[C:56]([OH:63])=[N:57][C:58]([CH3:62])=[CH:59][C:60]=1[CH3:61]. The catalyst is ClCCl. The product is [CH3:61][C:60]1[CH:59]=[C:58]([CH3:62])[NH:57][C:56](=[O:63])[C:55]=1[CH2:54][NH:53][C:11]([C:10]1[C:9]2[C:4](=[CH:5][CH:6]=[CH:7][CH:8]=2)[N:3]([CH:14]([CH3:22])[C:15](=[O:21])[N:16]2[CH2:20][CH2:19][CH2:18][CH2:17]2)[C:2]=1[CH3:1])=[O:12]. The yield is 0.700. (6) The reactants are [C:1]([C:5]1[CH:10]=[CH:9][C:8]([OH:11])=[CH:7][CH:6]=1)([CH3:4])([CH3:3])[CH3:2].CO.O.C(Cl)[Cl:16]. No catalyst specified. The product is [C:1]([C:5]1[CH:6]=[CH:7][C:8]([OH:11])=[C:9]([Cl:16])[CH:10]=1)([CH3:4])([CH3:2])[CH3:3]. The yield is 0.950. (7) The reactants are ClC1C=C(N)C=CC=1C.[C:10]1([O:16][C:17](=[O:27])[NH:18][C:19]2[CH:24]=[CH:23][C:22]([CH3:25])=[C:21]([Cl:26])[CH:20]=2)[CH:15]=[CH:14][CH:13]=[CH:12][CH:11]=1.[H-].[Na+]. The catalyst is C1COCC1. The product is [C:10]1([O:16][C:17](=[O:27])[NH:18][C:19]2[CH:24]=[CH:23][C:22]([CH3:25])=[C:21]([Cl:26])[CH:20]=2)[CH:15]=[CH:14][CH:13]=[CH:12][CH:11]=1. The yield is 0.870.